Dataset: Merck oncology drug combination screen with 23,052 pairs across 39 cell lines. Task: Regression. Given two drug SMILES strings and cell line genomic features, predict the synergy score measuring deviation from expected non-interaction effect. (1) Drug 1: CN(Cc1cnc2nc(N)nc(N)c2n1)c1ccc(C(=O)NC(CCC(=O)O)C(=O)O)cc1. Drug 2: C=CCn1c(=O)c2cnc(Nc3ccc(N4CCN(C)CC4)cc3)nc2n1-c1cccc(C(C)(C)O)n1. Synergy scores: synergy=-6.02. Cell line: OCUBM. (2) Drug 1: NC(=O)c1cccc2cn(-c3ccc(C4CCCNC4)cc3)nc12. Drug 2: CCc1cnn2c(NCc3ccc[n+]([O-])c3)cc(N3CCCCC3CCO)nc12. Cell line: LOVO. Synergy scores: synergy=-12.5. (3) Drug 1: CN1C(=O)C=CC2(C)C3CCC4(C)C(NC(=O)OCC(F)(F)F)CCC4C3CCC12. Drug 2: CCN(CC)CCNC(=O)c1c(C)[nH]c(C=C2C(=O)Nc3ccc(F)cc32)c1C. Cell line: A2058. Synergy scores: synergy=9.02. (4) Drug 1: O=c1[nH]cc(F)c(=O)[nH]1. Drug 2: O=C(CCCCCCC(=O)Nc1ccccc1)NO. Cell line: NCIH1650. Synergy scores: synergy=0.631. (5) Drug 2: CC(C)CC(NC(=O)C(Cc1ccccc1)NC(=O)c1cnccn1)B(O)O. Cell line: NCIH460. Synergy scores: synergy=-4.63. Drug 1: N.N.O=C(O)C1(C(=O)O)CCC1.[Pt]. (6) Drug 1: N#Cc1ccc(Cn2cncc2CN2CCN(c3cccc(Cl)c3)C(=O)C2)cc1. Drug 2: NC1CCCCC1N.O=C(O)C(=O)O.[Pt+2]. Cell line: EFM192B. Synergy scores: synergy=-9.48.